Dataset: Full USPTO retrosynthesis dataset with 1.9M reactions from patents (1976-2016). Task: Predict the reactants needed to synthesize the given product. (1) The reactants are: [O:1]=[C:2]1[C:7]2[CH:8]=[CH:9][CH:10]=[CH:11][C:6]=2[S:5][C:4]([C:12]2[N:17]=[C:16]([S:18]([CH2:20][C:21]([O:23]C(C)(C)C)=[O:22])=[O:19])[CH:15]=[CH:14][CH:13]=2)=[N:3]1.C(OC(C)C)(C)C. Given the product [O:1]=[C:2]1[C:7]2[CH:8]=[CH:9][CH:10]=[CH:11][C:6]=2[S:5][C:4]([C:12]2[N:17]=[C:16]([S:18]([CH2:20][C:21]([OH:23])=[O:22])=[O:19])[CH:15]=[CH:14][CH:13]=2)=[N:3]1, predict the reactants needed to synthesize it. (2) Given the product [C:10]([O:13][C@@H:14]1[C@@H:27]([O:28][C:29](=[O:31])[CH3:30])[C@H:26]([O:32][C:33](=[O:35])[CH3:34])[CH2:25][S:24][C@H:15]1[O:16][C:17]1[CH:18]=[N:19][C:20]([C:2]2[CH:3]=[N:4][CH:5]=[C:6]([O:8][CH3:9])[CH:7]=2)=[CH:21][CH:22]=1)(=[O:12])[CH3:11], predict the reactants needed to synthesize it. The reactants are: Br[C:2]1[CH:3]=[N:4][CH:5]=[C:6]([O:8][CH3:9])[CH:7]=1.[C:10]([O:13][C@@H:14]1[C@@H:27]([O:28][C:29](=[O:31])[CH3:30])[C@H:26]([O:32][C:33](=[O:35])[CH3:34])[CH2:25][S:24][C@H:15]1[O:16][C:17]1[CH:18]=[N:19][C:20](Br)=[CH:21][CH:22]=1)(=[O:12])[CH3:11]. (3) Given the product [CH3:1][O:2][C:3]([C:5]1[C:13]2[C:8](=[CH:9][C:10]([C:14]3[CH2:19][CH2:18][CH:17]([OH:20])[CH2:16][CH:15]=3)=[CH:11][CH:12]=2)[N:7]([CH3:28])[CH:6]=1)=[O:4], predict the reactants needed to synthesize it. The reactants are: [CH3:1][O:2][C:3]([C:5]1[C:13]2[C:8](=[CH:9][C:10]([C:14]3[CH2:19][CH2:18][CH:17]([O:20][Si](C(C)(C)C)(C)C)[CH2:16][CH:15]=3)=[CH:11][CH:12]=2)[N:7]([CH3:28])[CH:6]=1)=[O:4].[N+](CCCC)(CCCC)(CCCC)CCCC.[F-]. (4) Given the product [Br:1][C:2]1[C:10]([CH3:11])=[CH:9][CH:8]=[CH:7][C:3]=1[C:4]([N:16]1[CH2:20][CH2:19][CH2:18][CH2:17]1)=[O:6], predict the reactants needed to synthesize it. The reactants are: [Br:1][C:2]1[C:10]([CH3:11])=[CH:9][CH:8]=[CH:7][C:3]=1[C:4]([OH:6])=O.S(Cl)(Cl)=O.[NH:16]1[CH2:20][CH2:19][CH2:18][CH2:17]1.CCN(C(C)C)C(C)C. (5) Given the product [CH2:11]([C:9]1[S:8][C:6]2[N:7]=[C:2]([S:28][CH2:29][C:30]([NH:32][C:33]3[CH:38]=[CH:37][CH:36]=[CH:35][CH:34]=3)=[O:31])[N:3]=[C:4]([N:13]3[CH2:18][CH2:17][N:16]([C:19](=[O:27])[CH2:20][C:21]4[CH:26]=[CH:25][CH:24]=[CH:23][CH:22]=4)[CH2:15][CH2:14]3)[C:5]=2[CH:10]=1)[CH3:12], predict the reactants needed to synthesize it. The reactants are: Cl[C:2]1[N:3]=[C:4]([N:13]2[CH2:18][CH2:17][N:16]([C:19](=[O:27])[CH2:20][C:21]3[CH:26]=[CH:25][CH:24]=[CH:23][CH:22]=3)[CH2:15][CH2:14]2)[C:5]2[CH:10]=[C:9]([CH2:11][CH3:12])[S:8][C:6]=2[N:7]=1.[SH:28][CH2:29][C:30]([NH:32][C:33]1[CH:38]=[CH:37][CH:36]=[CH:35][CH:34]=1)=[O:31]. (6) The reactants are: [OH-].[Na+].CO.C([O:7][C:8]([C:10]1[C:14]([C:15]2[CH:20]=[CH:19][C:18]([O:21][CH3:22])=[CH:17][CH:16]=2)=[CH:13][S:12][C:11]=1[N:23]1[C:31](=[O:32])[C:30]2[C:25](=[CH:26][CH:27]=[CH:28][CH:29]=2)[C:24]1=[O:33])=[O:9])C.Cl. Given the product [O:32]=[C:31]1[C:30]2[C:25](=[CH:26][CH:27]=[CH:28][CH:29]=2)[C:24](=[O:33])[N:23]1[C:11]1[S:12][CH:13]=[C:14]([C:15]2[CH:16]=[CH:17][C:18]([O:21][CH3:22])=[CH:19][CH:20]=2)[C:10]=1[C:8]([OH:9])=[O:7], predict the reactants needed to synthesize it. (7) Given the product [C:13]([C:10]1[CH:11]=[CH:12][C:7]([CH2:6][NH:5][C:3](=[O:4])[CH:2]([NH:23][CH3:22])[C:15]2[CH:20]=[CH:19][CH:18]=[CH:17][CH:16]=2)=[CH:8][CH:9]=1)#[N:14], predict the reactants needed to synthesize it. The reactants are: Br[CH:2]([C:15]1[CH:20]=[CH:19][CH:18]=[CH:17][CH:16]=1)[C:3]([NH:5][CH2:6][C:7]1[CH:12]=[CH:11][C:10]([C:13]#[N:14])=[CH:9][CH:8]=1)=[O:4].Cl.[CH3:22][NH2:23]. (8) Given the product [Br:1][C:2]1[CH:7]=[CH:6][C:5]([C:8]2([C:11]([N:15]([CH3:16])[CH3:14])=[O:13])[CH2:10][CH2:9]2)=[CH:4][CH:3]=1, predict the reactants needed to synthesize it. The reactants are: [Br:1][C:2]1[CH:7]=[CH:6][C:5]([C:8]2([C:11]([OH:13])=O)[CH2:10][CH2:9]2)=[CH:4][CH:3]=1.[CH3:14][NH:15][CH3:16].C1CN([P+](ON2N=NC3C=CC=CC2=3)(N2CCCC2)N2CCCC2)CC1.F[P-](F)(F)(F)(F)F.